Dataset: Forward reaction prediction with 1.9M reactions from USPTO patents (1976-2016). Task: Predict the product of the given reaction. (1) Given the reactants Cl[C:2]1[N:7]=[C:6]([CH3:8])[N:5]=[C:4]([N:9]2[CH2:14][CH2:13][CH:12]([C:15]([NH:17][CH2:18][C:19]3[CH:24]=[CH:23][CH:22]=[CH:21][C:20]=3[C:25]([F:28])([F:27])[F:26])=[O:16])[CH2:11][CH2:10]2)[CH:3]=1.[CH3:29][NH2:30].CCO, predict the reaction product. The product is: [CH3:8][C:6]1[N:5]=[C:4]([N:9]2[CH2:14][CH2:13][CH:12]([C:15]([NH:17][CH2:18][C:19]3[CH:24]=[CH:23][CH:22]=[CH:21][C:20]=3[C:25]([F:28])([F:27])[F:26])=[O:16])[CH2:11][CH2:10]2)[CH:3]=[C:2]([NH:30][CH3:29])[N:7]=1. (2) Given the reactants [F:1][C:2]1[CH:3]=[C:4]2[C:8](=[CH:9][CH:10]=1)[NH:7][CH:6]=[C:5]2[CH2:11][CH2:12][CH2:13][C:14](OCC)=[O:15].[H-].[Al+3].[Li+].[H-].[H-].[H-], predict the reaction product. The product is: [F:1][C:2]1[CH:3]=[C:4]2[C:8](=[CH:9][CH:10]=1)[NH:7][CH:6]=[C:5]2[CH2:11][CH2:12][CH2:13][CH2:14][OH:15]. (3) Given the reactants [N-:1]=[N+]=[N-].[Na+].[OH2:5].[C:6]1([CH3:12])[CH:11]=[CH:10][CH:9]=[CH:8][CH:7]=1.[C:13](Cl)(=[O:16])C=C.CCCC[CH2:22][CH3:23], predict the reaction product. The product is: [CH2:12]([O:5][C:13](=[O:16])[NH:1][CH:22]=[CH2:23])[C:6]1[CH:11]=[CH:10][CH:9]=[CH:8][CH:7]=1. (4) The product is: [Cl:1][C:2]1[CH:3]=[C:4]2[C:10]([C:11]3[N:16]=[C:15]([NH:17][C@H:18]4[CH2:23][CH2:22][CH2:21][C@@:20]([OH:27])([C:24]([NH:31][CH2:30][CH3:29])=[O:25])[CH2:19]4)[C:14]([F:28])=[CH:13][N:12]=3)=[CH:9][NH:8][C:5]2=[N:6][CH:7]=1. Given the reactants [Cl:1][C:2]1[CH:3]=[C:4]2[C:10]([C:11]3[N:16]=[C:15]([NH:17][C@H:18]4[CH2:23][CH2:22][CH2:21][C@@:20]([OH:27])([C:24](O)=[O:25])[CH2:19]4)[C:14]([F:28])=[CH:13][N:12]=3)=[CH:9][NH:8][C:5]2=[N:6][CH:7]=1.[CH3:29][CH2:30][N:31](C(C)C)C(C)C.C(N)C.CN(C(ON1N=NC2C=CC=NC1=2)=[N+](C)C)C.F[P-](F)(F)(F)(F)F, predict the reaction product.